This data is from Forward reaction prediction with 1.9M reactions from USPTO patents (1976-2016). The task is: Predict the product of the given reaction. Given the reactants [CH3:1][O:2][C:3]1[CH:4]=[C:5]([CH:7]=[C:8]([O:12][CH3:13])[C:9]=1[O:10][CH3:11])[NH2:6].Cl.N1C=CC=CC=1.Cl[N:22]1[CH:27]=[C:26]([C:28]#[N:29])[CH:25]=[C:24]2[S:30][CH:31]([I:33])[CH:32]=[C:23]12.C(=O)(O)[O-].[Na+], predict the reaction product. The product is: [I:33][C:31]1[S:30][C:24]2[C:23](=[N:22][CH:27]=[C:26]([C:28]#[N:29])[C:25]=2[NH:6][C:5]2[CH:7]=[C:8]([O:12][CH3:13])[C:9]([O:10][CH3:11])=[C:3]([O:2][CH3:1])[CH:4]=2)[CH:32]=1.